The task is: Predict the product of the given reaction.. This data is from Forward reaction prediction with 1.9M reactions from USPTO patents (1976-2016). (1) Given the reactants [F:1][C:2]([F:24])([F:23])[C:3]1[CH:4]=[C:5]([C:13]2[N:17]=[CH:16][N:15](/[CH:18]=[CH:19]\[C:20]([OH:22])=O)[N:14]=2)[CH:6]=[C:7]([C:9]([F:12])([F:11])[F:10])[CH:8]=1.C(P1(=O)OP(CCC)(=O)OP(CCC)(=O)O1)CC.CCN(C(C)C)C(C)C.[CH3:52][C:53]1[N:58]=[CH:57][C:56]([CH2:59][NH2:60])=[CH:55][N:54]=1, predict the reaction product. The product is: [F:12][C:9]([F:11])([F:10])[C:7]1[CH:6]=[C:5]([C:13]2[N:17]=[CH:16][N:15](/[CH:18]=[CH:19]\[C:20]([NH:60][CH2:59][C:56]3[CH:55]=[N:54][C:53]([CH3:52])=[N:58][CH:57]=3)=[O:22])[N:14]=2)[CH:4]=[C:3]([C:2]([F:24])([F:23])[F:1])[CH:8]=1. (2) The product is: [Br:1][C:2]1[CH:3]=[C:4]([NH2:17])[C:5]2[C:9]([CH:10]=1)=[N:8][N:7]([CH:11]1[CH2:16][CH2:15][CH2:14][CH2:13][O:12]1)[CH:6]=2. Given the reactants [Br:1][C:2]1[CH:3]=[C:4]([N+:17]([O-])=O)[C:5]2[C:9]([CH:10]=1)=[N:8][N:7]([CH:11]1[CH2:16][CH2:15][CH2:14][CH2:13][O:12]1)[CH:6]=2.[Cl-].[NH4+].C(O)C, predict the reaction product. (3) Given the reactants [CH3:1][O:2][C:3](=[O:31])[CH2:4][CH2:5][C:6]1[CH:11]=[CH:10][C:9]([O:12][CH:13]([C:15]2[O:19][C:18]([C:20]3[CH:25]=[CH:24][C:23](Br)=[CH:22][CH:21]=3)=[N:17][C:16]=2[CH:27]([CH3:29])[CH3:28])[CH3:14])=[CH:8][C:7]=1[CH3:30].[B:32]1([B:32]2[O:36][C:35]([CH3:38])([CH3:37])[C:34]([CH3:40])([CH3:39])[O:33]2)[O:36][C:35]([CH3:38])([CH3:37])[C:34]([CH3:40])([CH3:39])[O:33]1.CC([O-])=O.[K+], predict the reaction product. The product is: [CH3:1][O:2][C:3](=[O:31])[CH2:4][CH2:5][C:6]1[CH:11]=[CH:10][C:9]([O:12][CH:13]([C:15]2[O:19][C:18]([C:20]3[CH:25]=[CH:24][C:23]([B:32]4[O:36][C:35]([CH3:38])([CH3:37])[C:34]([CH3:40])([CH3:39])[O:33]4)=[CH:22][CH:21]=3)=[N:17][C:16]=2[CH:27]([CH3:29])[CH3:28])[CH3:14])=[CH:8][C:7]=1[CH3:30]. (4) Given the reactants [NH:1]1[CH:5]=[N:4][CH:3]=[N:2]1.[H-].[Na+].Br[CH2:9][C:10]([C:12]1[CH:17]=[CH:16][C:15]([O:18][C:19]2[CH:24]=[CH:23][C:22]([Cl:25])=[CH:21][CH:20]=2)=[CH:14][C:13]=1[Cl:26])=[O:11].Cl, predict the reaction product. The product is: [Cl:26][C:13]1[CH:14]=[C:15]([O:18][C:19]2[CH:24]=[CH:23][C:22]([Cl:25])=[CH:21][CH:20]=2)[CH:16]=[CH:17][C:12]=1[C:10](=[O:11])[CH2:9][N:1]1[CH:5]=[N:4][CH:3]=[N:2]1. (5) Given the reactants FC(F)(F)C(O)=O.[N:8]([C:11]1[CH:77]=[CH:76][C:14]([CH2:15][O:16][C:17]([NH:19][CH2:20][CH2:21][CH2:22][C@@H:23]([NH:68]C(OC(C)(C)C)=O)[C:24]([O:26][C@H:27]2[C@@H:31]([OH:32])[C@H:30]([N:33]3[CH:41]=[N:40][C:39]4[C:34]3=[N:35][CH:36]=[N:37][C:38]=4[NH2:42])[O:29][C@H:28]2[CH2:43][O:44][P:45]([O:48][C@H:49]2[CH2:53][C@H:52]([N:54]3[CH:59]=[CH:58][C:57]([NH2:60])=[N:56][C:55]3=[O:61])[O:51][C@@H:50]2[CH2:62][O:63][P:64]([OH:67])([OH:66])=[O:65])([OH:47])=[O:46])=[O:25])=[O:18])=[CH:13][CH:12]=1)=[N+:9]=[N-:10], predict the reaction product. The product is: [NH2:68][C@H:23]([CH2:22][CH2:21][CH2:20][NH:19][C:17]([O:16][CH2:15][C:14]1[CH:13]=[CH:12][C:11]([N:8]=[N+:9]=[N-:10])=[CH:77][CH:76]=1)=[O:18])[C:24]([O:26][C@H:27]1[C@@H:31]([OH:32])[C@H:30]([N:33]2[CH:41]=[N:40][C:39]3[C:34]2=[N:35][CH:36]=[N:37][C:38]=3[NH2:42])[O:29][C@H:28]1[CH2:43][O:44][P:45]([O:48][C@H:49]1[CH2:53][C@H:52]([N:54]2[CH:59]=[CH:58][C:57]([NH2:60])=[N:56][C:55]2=[O:61])[O:51][C@@H:50]1[CH2:62][O:63][P:64]([OH:67])([OH:66])=[O:65])([OH:47])=[O:46])=[O:25]. (6) Given the reactants [Br:1][C:2]1[S:6][C:5]([CH:7]2S[CH2:12][CH2:11][N:10]([C:14]([O:16][C:17]([CH3:20])([CH3:19])[CH3:18])=[O:15])[CH2:9][CH2:8]2)=[CH:4][CH:3]=1.O[O:22][S:23]([O-:25])=O.[K+].OS([O-])(=O)=O.[K+], predict the reaction product. The product is: [Br:1][C:2]1[S:6][C:5]([CH:7]2[S:23](=[O:25])(=[O:22])[CH2:12][CH2:11][N:10]([C:14]([O:16][C:17]([CH3:18])([CH3:20])[CH3:19])=[O:15])[CH2:9][CH2:8]2)=[CH:4][CH:3]=1. (7) Given the reactants [NH2:1][C:2]1[CH:6]=[C:5]([C:7]2[CH:12]=[CH:11][N:10]=[CH:9][CH:8]=2)[S:4][C:3]=1[C:13]([O:15]C)=[O:14].C[O-].[Na+].CO.Cl, predict the reaction product. The product is: [NH2:1][C:2]1[CH:6]=[C:5]([C:7]2[CH:8]=[CH:9][N:10]=[CH:11][CH:12]=2)[S:4][C:3]=1[C:13]([OH:15])=[O:14]. (8) Given the reactants Br[CH2:2][C:3]([NH:5][C:6]1[CH:11]=[CH:10][C:9]([Cl:12])=[CH:8][N:7]=1)=[O:4].[CH:13]([N:16]1[CH2:21][CH2:20][CH:19]([NH:22][S:23]([CH2:26][CH2:27][NH:28][C:29]([C:31]2[S:32][C:33]([Cl:36])=[CH:34][CH:35]=2)=[O:30])(=[O:25])=[O:24])[CH2:18][CH2:17]1)([CH3:15])[CH3:14], predict the reaction product. The product is: [Cl:12][C:9]1[CH:10]=[CH:11][C:6]([NH:5][C:3]([CH2:2][N:22]([CH:19]2[CH2:20][CH2:21][N:16]([CH:13]([CH3:15])[CH3:14])[CH2:17][CH2:18]2)[S:23]([CH2:26][CH2:27][NH:28][C:29]([C:31]2[S:32][C:33]([Cl:36])=[CH:34][CH:35]=2)=[O:30])(=[O:24])=[O:25])=[O:4])=[N:7][CH:8]=1.